Dataset: Full USPTO retrosynthesis dataset with 1.9M reactions from patents (1976-2016). Task: Predict the reactants needed to synthesize the given product. (1) The reactants are: C(Cl)Cl.[C:4]([NH:8][S:9]([C:12]1[S:16][C:15](B(O)O)=[CH:14][CH:13]=1)(=[O:11])=[O:10])([CH3:7])([CH3:6])[CH3:5].Br[C:21]1[N:26]=[C:25]([NH:27][C:28]2[CH:32]=[C:31]([CH:33]3[CH2:35][CH2:34]3)[NH:30][N:29]=2)[C:24]([Br:36])=[CH:23][N:22]=1.C([O-])([O-])=O.[Na+].[Na+]. Given the product [Br:36][C:24]1[C:25]([NH:27][C:28]2[CH:32]=[C:31]([CH:33]3[CH2:35][CH2:34]3)[NH:30][N:29]=2)=[N:26][C:21]([C:15]2[S:16][C:12]([S:9]([NH:8][C:4]([CH3:7])([CH3:6])[CH3:5])(=[O:11])=[O:10])=[CH:13][CH:14]=2)=[N:22][CH:23]=1, predict the reactants needed to synthesize it. (2) Given the product [C:32]1([C@H:38]2[CH2:42][O:41][C:40](=[O:43])[N:39]2[C:12](=[O:14])[CH2:11][CH2:10][CH2:9][C:8]([C:5]2[CH:4]=[CH:3][C:2]([F:1])=[CH:7][CH:6]=2)=[O:15])[CH:33]=[CH:34][CH:35]=[CH:36][CH:37]=1, predict the reactants needed to synthesize it. The reactants are: [F:1][C:2]1[CH:7]=[CH:6][C:5]([C:8](=[O:15])[CH2:9][CH2:10][CH2:11][C:12]([OH:14])=O)=[CH:4][CH:3]=1.CN(C1C=CC=CN=1)C.CC(C)(C)C(Cl)=O.[C:32]1([C@H:38]2[CH2:42][O:41][C:40](=[O:43])[NH:39]2)[CH:37]=[CH:36][CH:35]=[CH:34][CH:33]=1. (3) Given the product [N:4]1[C:5]2[C:10](=[CH:9][C:8]([C:11]3[N:15]([C:16]4[CH:21]=[CH:20][C:19]([CH3:22])=[CH:18][CH:17]=4)[N:14]=[C:13]([CH2:23][CH:24]([C:28]4[CH:29]=[C:30]([CH3:34])[CH:31]=[CH:32][CH:33]=4)[C:25]([OH:27])=[O:26])[CH:12]=3)=[CH:7][CH:6]=2)[CH:3]=[CH:2][CH:1]=1.[NH2:4][C:5]1[CH:10]=[CH:9][C:8]([C:11]2[N:15]([C:16]3[CH:17]=[CH:18][C:19]([CH3:22])=[CH:20][CH:21]=3)[N:14]=[C:13]([CH2:23][CH:24]([C:28]3[CH:29]=[C:30]([CH3:34])[CH:31]=[CH:32][CH:33]=3)[C:25]([OH:27])=[O:26])[CH:12]=2)=[CH:7][CH:6]=1, predict the reactants needed to synthesize it. The reactants are: [CH2:1]([NH:4][C:5]1[CH:10]=[CH:9][C:8]([C:11]2[N:15]([C:16]3[CH:21]=[CH:20][C:19]([CH3:22])=[CH:18][CH:17]=3)[N:14]=[C:13]([CH2:23][CH:24]([C:28]3[CH:29]=[C:30]([CH3:34])[CH:31]=[CH:32][CH:33]=3)[C:25]([OH:27])=[O:26])[CH:12]=2)=[CH:7][CH:6]=1)[CH:2]=[CH2:3].CS(O)(=O)=O. (4) Given the product [C:11]([O:15][C:16]([NH:17][NH:18][CH2:7][C:6]1[CH:9]=[C:2]([Br:1])[CH:3]=[CH:4][C:5]=1[OH:10])=[O:19])([CH3:14])([CH3:13])[CH3:12], predict the reactants needed to synthesize it. The reactants are: [Br:1][C:2]1[CH:3]=[CH:4][C:5]([OH:10])=[C:6]([CH:9]=1)[CH:7]=O.[C:11]([O:15][C:16](=[O:19])[NH:17][NH2:18])([CH3:14])([CH3:13])[CH3:12].C(O)(=O)C.C(O[BH-](OC(=O)C)OC(=O)C)(=O)C.[Na+]. (5) The reactants are: [F:1][C:2]1[C:3]([C:16]2[CH2:17][CH2:18][N:19]([CH:22]3[CH2:25][O:24][CH2:23]3)[CH2:20][CH:21]=2)=[C:4]([NH:8][C:9](=[O:15])[O:10][C:11]([CH3:14])([CH3:13])[CH3:12])[CH:5]=[N:6][CH:7]=1.CCOC(C)=O. Given the product [C:11]([O:10][C:9](=[O:15])[NH:8][C:4]1[CH:5]=[N:6][CH:7]=[C:2]([F:1])[C:3]=1[CH:16]1[CH2:21][CH2:20][N:19]([CH:22]2[CH2:25][O:24][CH2:23]2)[CH2:18][CH2:17]1)([CH3:14])([CH3:12])[CH3:13], predict the reactants needed to synthesize it. (6) The reactants are: Br[C:2]1[CH:3]=[C:4]([CH:12]=[C:13]([C:15]2[CH2:19][C@@H:18]([C:20]3[CH:25]=[CH:24][CH:23]=[CH:22][N:21]=3)[O:17][N:16]=2)[CH:14]=1)[C:5]([O:7][C:8]([CH3:11])([CH3:10])[CH3:9])=[O:6].[Br-].[CH3:27][C:28]1[CH:29]=[CH:30][C:31]([Zn+])=[N:32][CH:33]=1.[K+].[K+].[K+].C(N(CC([O-])=O)CC(O)=O)CN(CC([O-])=O)CC([O-])=O.ClCCl. Given the product [CH3:27][C:28]1[CH:29]=[CH:30][C:31]([C:2]2[CH:3]=[C:4]([CH:12]=[C:13]([C:15]3[CH2:19][C@@H:18]([C:20]4[CH:25]=[CH:24][CH:23]=[CH:22][N:21]=4)[O:17][N:16]=3)[CH:14]=2)[C:5]([O:7][C:8]([CH3:11])([CH3:10])[CH3:9])=[O:6])=[N:32][CH:33]=1, predict the reactants needed to synthesize it. (7) Given the product [CH3:1][C:2]1[O:6][N:5]=[C:4]([C:7]2[CH:8]=[CH:9][CH:10]=[CH:11][CH:12]=2)[C:3]=1[CH2:13][O:14][C:15]1[CH:23]=[CH:22][C:18]([C:19]([NH:58][CH2:57][C:56]([F:60])([F:59])[F:55])=[O:21])=[CH:17][N:16]=1, predict the reactants needed to synthesize it. The reactants are: [CH3:1][C:2]1[O:6][N:5]=[C:4]([C:7]2[CH:12]=[CH:11][CH:10]=[CH:9][CH:8]=2)[C:3]=1[CH2:13][O:14][C:15]1[CH:23]=[CH:22][C:18]([C:19]([OH:21])=O)=[CH:17][N:16]=1.F[B-](F)(F)F.N1(OC(N(C)C)=[N+](C)C)C2C=CC=CC=2N=N1.C(N(CC)C(C)C)(C)C.[F:55][C:56]([F:60])([F:59])[CH2:57][NH2:58]. (8) Given the product [CH3:8][O:9][C:10]1[C:15]([O:16][CH3:17])=[CH:14][CH:13]=[CH:12][C:11]=1[C:18]1([CH:24]=[O:25])[CH2:23][CH2:22][NH:21][CH2:20][CH2:19]1, predict the reactants needed to synthesize it. The reactants are: FC(F)(F)C(O)=O.[CH3:8][O:9][C:10]1[C:15]([O:16][CH3:17])=[CH:14][CH:13]=[CH:12][C:11]=1[C:18]1([CH:24]=[O:25])[CH2:23][CH2:22][NH:21][CH2:20][CH2:19]1.[OH-].[Na+]. (9) Given the product [Cl:1][C:2]1[N:7]=[CH:6][C:5]([CH2:8][N:9]([CH:30]2[CH2:32][CH2:31]2)[CH:10]2[CH2:11][CH2:12][N:13]([C:16]([O:18][C:19]([CH3:22])([CH3:21])[CH3:20])=[O:17])[CH2:14][CH2:15]2)=[CH:4][CH:3]=1, predict the reactants needed to synthesize it. The reactants are: [Cl:1][C:2]1[N:7]=[CH:6][C:5]([CH2:8][NH:9][CH:10]2[CH2:15][CH2:14][N:13]([C:16]([O:18][C:19]([CH3:22])([CH3:21])[CH3:20])=[O:17])[CH2:12][CH2:11]2)=[CH:4][CH:3]=1.CC(O)=O.C(O[C:30]1(O[Si](C)(C)C)[CH2:32][CH2:31]1)C.[BH3-]C#N.[Na+].